Predict the reaction yield, written as a fraction of the theoretical maximum amount of product (1.0 means a 100% yield; for example, 0.34 means a 34% yield). From a dataset of Reaction yield outcomes from USPTO patents with 853,638 reactions. (1) The reactants are [NH2:1][C:2]1[C:11]([O:12][CH3:13])=[N:10][C:9]([O:14][CH3:15])=[CH:8][C:3]=1[C:4]([O:6][CH3:7])=[O:5].[CH3:16][O:17][C:18]1[CH:23]=[CH:22][C:21]([S:24](Cl)(=[O:26])=[O:25])=[CH:20][CH:19]=1. The catalyst is N1C=CC=CC=1. The product is [CH3:16][O:17][C:18]1[CH:19]=[CH:20][C:21]([S:24]([NH:1][C:2]2[C:11]([O:12][CH3:13])=[N:10][C:9]([O:14][CH3:15])=[CH:8][C:3]=2[C:4]([O:6][CH3:7])=[O:5])(=[O:26])=[O:25])=[CH:22][CH:23]=1. The yield is 0.890. (2) The reactants are Cl[C:2]1[CH:3]=[C:4]([C:18]([OH:20])=[O:19])[C:5]2[N:6]([CH:8]=[C:9]([C:11]3[CH:16]=[CH:15][CH:14]=[C:13]([F:17])[CH:12]=3)[N:10]=2)[N:7]=1.[NH:21]1[CH2:26][CH2:25][O:24][CH2:23][CH2:22]1.C1(P(C2C=CC=CC=2)C2C=CC3C(=CC=CC=3)C=2C2C3C(=CC=CC=3)C=CC=2P(C2C=CC=CC=2)C2C=CC=CC=2)C=CC=CC=1.C([O-])([O-])=O.[Cs+].[Cs+]. The catalyst is O1CCOCC1.C1C=CC(/C=C/C(/C=C/C2C=CC=CC=2)=O)=CC=1.C1C=CC(/C=C/C(/C=C/C2C=CC=CC=2)=O)=CC=1.C1C=CC(/C=C/C(/C=C/C2C=CC=CC=2)=O)=CC=1.[Pd].[Pd].O. The product is [F:17][C:13]1[CH:12]=[C:11]([C:9]2[N:10]=[C:5]3[C:4]([C:18]([OH:20])=[O:19])=[CH:3][C:2]([N:21]4[CH2:26][CH2:25][O:24][CH2:23][CH2:22]4)=[N:7][N:6]3[CH:8]=2)[CH:16]=[CH:15][CH:14]=1. The yield is 0.367. (3) The reactants are [CH:1]1([C:4]2[N:8]3[CH:9]=[CH:10][CH:11]=[CH:12][C:7]3=[N:6][C:5]=2[C:13]([O:15]CC)=[O:14])[CH2:3][CH2:2]1.[OH-].[Na+].Cl. The catalyst is CO.O. The product is [CH:1]1([C:4]2[N:8]3[CH:9]=[CH:10][CH:11]=[CH:12][C:7]3=[N:6][C:5]=2[C:13]([OH:15])=[O:14])[CH2:2][CH2:3]1. The yield is 0.920.